Task: Predict the reactants needed to synthesize the given product.. Dataset: Retrosynthesis with 50K atom-mapped reactions and 10 reaction types from USPTO (1) Given the product COc1ccc(Cc2ccc(C#C[Si](C(C)C)(C(C)C)C(C)C)cc2)cc1Br, predict the reactants needed to synthesize it. The reactants are: COc1ccc(C(O)c2ccc(C#C[Si](C(C)C)(C(C)C)C(C)C)cc2)cc1Br. (2) Given the product Cc1ccc(S(=O)(=O)OCC2CNC(=O)O2)cc1, predict the reactants needed to synthesize it. The reactants are: Cc1ccc(S(=O)(=O)Cl)cc1.O=C1NCC(CO)O1. (3) Given the product COc1ncc(F)cc1[C@H]1CCCN1c1ccn2ncc(C(=O)NC(C)(C)CF)c2n1, predict the reactants needed to synthesize it. The reactants are: CC(C)(N)CF.COc1ncc(F)cc1[C@H]1CCCN1c1ccn2ncc(C(=O)O)c2n1.